This data is from Catalyst prediction with 721,799 reactions and 888 catalyst types from USPTO. The task is: Predict which catalyst facilitates the given reaction. (1) Reactant: [F:1][C:2]1[CH:33]=[CH:32][C:5]([C:6](/[N:8]=[C:9]2/[N:10]([C@H:20]3[CH2:25][CH2:24][C@@H:23]([C:26](=[O:31])[NH:27][CH:28]([CH3:30])[CH3:29])[CH2:22][CH2:21]3)[C:11]3[CH:16]=[C:15]([O:17]C)[N:14]=[CH:13][C:12]=3[NH:19]/2)=[O:7])=[CH:4][CH:3]=1.[I-].[Na+].[Si](Cl)(C)(C)C.O. Product: [F:1][C:2]1[CH:3]=[CH:4][C:5]([C:6](/[N:8]=[C:9]2/[N:10]([C@H:20]3[CH2:21][CH2:22][C@@H:23]([C:26](=[O:31])[NH:27][CH:28]([CH3:30])[CH3:29])[CH2:24][CH2:25]3)[C:11]3[CH:16]=[C:15]([OH:17])[N:14]=[CH:13][C:12]=3[NH:19]/2)=[O:7])=[CH:32][CH:33]=1. The catalyst class is: 10. (2) Product: [CH3:6][O:5][C:1](=[O:4])[CH2:2][CH2:3][N:15]1[CH2:14][CH2:13][C:12]2([CH2:11][CH2:10][C:9]([N:8]([CH3:25])[CH3:7])([C:19]3[CH:24]=[CH:23][CH:22]=[CH:21][CH:20]=3)[CH2:18][CH2:17]2)[CH2:16]1. The catalyst class is: 7. Reactant: [C:1]([O:5][CH3:6])(=[O:4])[CH:2]=[CH2:3].[CH3:7][N:8]([CH3:25])[C:9]1([C:19]2[CH:24]=[CH:23][CH:22]=[CH:21][CH:20]=2)[CH2:18][CH2:17][C:12]2([CH2:16][NH:15][CH2:14][CH2:13]2)[CH2:11][CH2:10]1. (3) Reactant: [NH2:1][C:2]1[S:3][C:4]2[CH:10]=[C:9]([O:11][C:12]3[CH:13]=[CH:14][C:15]([CH3:32])=[C:16]([NH:18][C:19](=[O:31])[C:20]4[CH:25]=[CH:24][CH:23]=[C:22]([C:26]5([C:29]#[N:30])[CH2:28][CH2:27]5)[CH:21]=4)[CH:17]=3)[CH:8]=[CH:7][C:5]=2[N:6]=1.[CH:33]1([C:36](Cl)=[O:37])[CH2:35][CH2:34]1. Product: [C:29]([C:26]1([C:22]2[CH:21]=[C:20]([CH:25]=[CH:24][CH:23]=2)[C:19]([NH:18][C:16]2[CH:17]=[C:12]([O:11][C:9]3[CH:8]=[CH:7][C:5]4[N:6]=[C:2]([NH:1][C:36]([CH:33]5[CH2:35][CH2:34]5)=[O:37])[S:3][C:4]=4[CH:10]=3)[CH:13]=[CH:14][C:15]=2[CH3:32])=[O:31])[CH2:27][CH2:28]1)#[N:30]. The catalyst class is: 675. (4) Reactant: C([Si](C)(C)[O:6][CH:7]1[CH:12]([O:13][Si](C(C)(C)C)(C)C)[CH2:11][CH2:10][N:9]([CH2:21][CH2:22][CH2:23][CH2:24][N:25]2[C:31](=[O:32])[CH2:30][CH2:29][N:28]([C:33](=[O:44])/[CH:34]=[CH:35]/[C:36]3[CH:41]=[CH:40][C:39]([Cl:42])=[C:38]([Cl:43])[CH:37]=3)[CH2:27][CH2:26]2)[CH2:8]1)(C)(C)C.Cl. Product: [ClH:42].[Cl:43][C:38]1[CH:37]=[C:36](/[CH:35]=[CH:34]/[C:33]([N:28]2[CH2:29][CH2:30][C:31](=[O:32])[N:25]([CH2:24][CH2:23][CH2:22][CH2:21][N:9]3[CH2:10][CH2:11][CH:12]([OH:13])[CH:7]([OH:6])[CH2:8]3)[CH2:26][CH2:27]2)=[O:44])[CH:41]=[CH:40][C:39]=1[Cl:42]. The catalyst class is: 71. (5) Reactant: [CH3:1][C:2]([CH3:20])([CH3:19])[CH2:3][O:4][C:5]1[C:14]2[C:9](=[CH:10][CH:11]=[C:12]([CH:15]=O)[CH:13]=2)[N:8]=[CH:7][C:6]=1[C:17]#[N:18].COC1C=CC(/C=[C:36]2/[C:37]([NH:39][C:40]([S:42]/2)=[NH:41])=[O:38])=CC=1OC1CCCC1.C([O-])(=O)C.[Na+]. Product: [NH2:41][C:40]1[S:42]/[C:36](=[CH:15]\[C:12]2[CH:13]=[C:14]3[C:9](=[CH:10][CH:11]=2)[N:8]=[CH:7][C:6]([C:17]#[N:18])=[C:5]3[O:4][CH2:3][C:2]([CH3:20])([CH3:19])[CH3:1])/[C:37](=[O:38])[N:39]=1. The catalyst class is: 15.